This data is from Catalyst prediction with 721,799 reactions and 888 catalyst types from USPTO. The task is: Predict which catalyst facilitates the given reaction. Reactant: [NH3+:1][C:2]1[CH:25]=[CH:24][C:5]([CH2:6][NH+:7]([CH2:16][C:17]2[CH:22]=[CH:21][C:20]([NH3+:23])=[CH:19][CH:18]=2)[CH2:8][C:9]2[CH:14]=[CH:13][C:12]([NH3+:15])=[CH:11][CH:10]=2)=[CH:4][CH:3]=1.[C:26](=[O:29])([O-])[O-].[K+].[K+].[C:32]1([CH3:41])[CH:37]=[CH:36][C:35]([N:38]=[C:39]=[O:40])=[CH:34][CH:33]=1. Product: [N:7]([CH2:8][C:9]1[CH:10]=[CH:11][C:12]([NH:15][C:26]([NH:1][C:2]2[CH:25]=[CH:24][C:5]([CH3:6])=[CH:4][CH:3]=2)=[O:29])=[CH:13][CH:14]=1)([CH2:16][C:17]1[CH:22]=[CH:21][C:20]([NH:23][C:39]([NH:38][C:35]2[CH:36]=[CH:37][C:32]([CH3:41])=[CH:33][CH:34]=2)=[O:40])=[CH:19][CH:18]=1)[CH2:6][C:5]1[CH:24]=[CH:25][C:2]([NH:1][C:39]([NH:38][C:35]2[CH:36]=[CH:37][C:32]([CH3:41])=[CH:33][CH:34]=2)=[O:40])=[CH:3][CH:4]=1. The catalyst class is: 6.